Dataset: Peptide-MHC class I binding affinity with 185,985 pairs from IEDB/IMGT. Task: Regression. Given a peptide amino acid sequence and an MHC pseudo amino acid sequence, predict their binding affinity value. This is MHC class I binding data. (1) The peptide sequence is SQMGLSCAL. The MHC is BoLA-HD6 with pseudo-sequence BoLA-HD6. The binding affinity (normalized) is 0.523. (2) The peptide sequence is TTELNIVDEI. The MHC is HLA-A68:02 with pseudo-sequence HLA-A68:02. The binding affinity (normalized) is 0.143. (3) The binding affinity (normalized) is 0.871. The MHC is HLA-A02:01 with pseudo-sequence HLA-A02:01. The peptide sequence is KLQVELDNV. (4) The peptide sequence is KPKVASEAF. The MHC is HLA-B39:01 with pseudo-sequence HLA-B39:01. The binding affinity (normalized) is 0.0847. (5) The peptide sequence is KRINSLIKY. The MHC is HLA-A68:02 with pseudo-sequence HLA-A68:02. The binding affinity (normalized) is 0.0847. (6) The peptide sequence is AIFQSAMTK. The MHC is HLA-A68:01 with pseudo-sequence HLA-A68:01. The binding affinity (normalized) is 0.570. (7) The peptide sequence is AYISEEATTPV. The MHC is Patr-A0901 with pseudo-sequence Patr-A0901. The binding affinity (normalized) is 0.842. (8) The peptide sequence is ELRSRYWAI. The MHC is HLA-A03:01 with pseudo-sequence HLA-A03:01. The binding affinity (normalized) is 0.0847. (9) The peptide sequence is IVAQGIAAL. The MHC is HLA-A26:01 with pseudo-sequence HLA-A26:01. The binding affinity (normalized) is 0.0847.